Task: Predict the product of the given reaction.. Dataset: Forward reaction prediction with 1.9M reactions from USPTO patents (1976-2016) Given the reactants [OH-].[NH4+:2].[CH2:3]([C:7]1[N:8]([CH2:21][CH2:22][CH2:23][NH:24][C:25]([NH:27][C:28]2[CH:33]=[CH:32][CH:31]=[CH:30][CH:29]=2)=[O:26])[C:9]2[C:18]3[CH:17]=[CH:16][CH:15]=[CH:14][C:13]=3[N+:12]([O-])=[CH:11][C:10]=2[N:20]=1)[CH2:4][CH2:5][CH3:6].S(Cl)(C1C=CC(C)=CC=1)(=O)=O, predict the reaction product. The product is: [NH2:2][C:11]1[C:10]2[N:20]=[C:7]([CH2:3][CH2:4][CH2:5][CH3:6])[N:8]([CH2:21][CH2:22][CH2:23][NH:24][C:25]([NH:27][C:28]3[CH:33]=[CH:32][CH:31]=[CH:30][CH:29]=3)=[O:26])[C:9]=2[C:18]2[CH:17]=[CH:16][CH:15]=[CH:14][C:13]=2[N:12]=1.